The task is: Predict which catalyst facilitates the given reaction.. This data is from Catalyst prediction with 721,799 reactions and 888 catalyst types from USPTO. (1) Reactant: BrCC([C:5]1[CH:10]=[CH:9][CH:8]=[CH:7][CH:6]=1)=O.[C:11]1([NH2:18])C=CC=C[C:12]=1[NH2:17].CCN(C(C)C)C(C)C. Product: [N:17]1[C:6]2[C:5](=[CH:10][CH:9]=[CH:8][CH:7]=2)[N:18]=[CH:11][CH:12]=1. The catalyst class is: 8. (2) Reactant: [Cl:1][C:2]1[CH:29]=[CH:28][C:5]([C:6]([N:8]2[CH2:14][C:13]3[CH:15]=[CH:16][CH:17]=[CH:18][C:12]=3[N:11]([CH2:19][CH2:20][CH:21]3[CH2:26][CH2:25][NH:24][CH2:23][CH2:22]3)[C:10](=[O:27])[CH2:9]2)=[O:7])=[CH:4][CH:3]=1.CS[C:32]1[NH:33][CH2:34][CH2:35][N:36]=1.C(N(CC)CC)C. The catalyst class is: 5. Product: [Cl:1][C:2]1[CH:3]=[CH:4][C:5]([C:6]([N:8]2[CH2:14][C:13]3[CH:15]=[CH:16][CH:17]=[CH:18][C:12]=3[N:11]([CH2:19][CH2:20][CH:21]3[CH2:26][CH2:25][N:24]([C:32]4[NH:36][CH2:35][CH2:34][N:33]=4)[CH2:23][CH2:22]3)[C:10](=[O:27])[CH2:9]2)=[O:7])=[CH:28][CH:29]=1. (3) Reactant: [Cl:1][C:2]1[CH:7]=[C:6]([N+:8]([O-])=O)[CH:5]=[CH:4][C:3]=1[S:11]([C:14]1[CH:19]=[CH:18][CH:17]=[CH:16][CH:15]=1)(=[O:13])=[O:12].[Cl-].[NH4+].CO. Product: [Cl:1][C:2]1[CH:7]=[C:6]([CH:5]=[CH:4][C:3]=1[S:11]([C:14]1[CH:19]=[CH:18][CH:17]=[CH:16][CH:15]=1)(=[O:12])=[O:13])[NH2:8]. The catalyst class is: 150.